Dataset: Forward reaction prediction with 1.9M reactions from USPTO patents (1976-2016). Task: Predict the product of the given reaction. (1) Given the reactants Cl[C:2]1[C:11]([CH:12]=[O:13])=[CH:10][C:9]2[C:4](=[C:5]([CH3:14])[CH:6]=[CH:7][CH:8]=2)[N:3]=1.C([Sn](CCCC)(CCCC)[C:20]1[O:21][CH:22]=[CH:23][N:24]=1)CCC, predict the reaction product. The product is: [CH3:14][C:5]1[CH:6]=[CH:7][CH:8]=[C:9]2[C:4]=1[N:3]=[C:2]([C:20]1[O:21][CH:22]=[CH:23][N:24]=1)[C:11]([CH:12]=[O:13])=[CH:10]2. (2) Given the reactants [Cl:1][C:2]1[C:10]([Cl:11])=[CH:9][CH:8]=[CH:7][C:3]=1[C:4]([OH:6])=O.[N:12]1([CH:18]([C:21]2[CH:26]=[CH:25][CH:24]=[CH:23][N:22]=2)[CH2:19][NH2:20])[CH2:17][CH2:16][O:15][CH2:14][CH2:13]1, predict the reaction product. The product is: [Cl:1][C:2]1[C:10]([Cl:11])=[CH:9][CH:8]=[CH:7][C:3]=1[C:4]([NH:20][CH2:19][CH:18]([N:12]1[CH2:13][CH2:14][O:15][CH2:16][CH2:17]1)[C:21]1[CH:26]=[CH:25][CH:24]=[CH:23][N:22]=1)=[O:6]. (3) The product is: [Si:1]([O:8][C:9]1[CH:14]=[CH:13][C:12]([C:15]2[CH:16]=[C:17]([CH2:18][OH:19])[CH:20]=[CH:21][N:22]=2)=[C:11]([CH3:23])[CH:10]=1)([C:4]([CH3:7])([CH3:6])[CH3:5])([CH3:2])[CH3:3]. Given the reactants [Si:1]([O:8][C:9]1[CH:14]=[CH:13][C:12]([C:15]2[CH:16]=[C:17]([CH:20]=[CH:21][N:22]=2)[CH:18]=[O:19])=[C:11]([CH3:23])[CH:10]=1)([C:4]([CH3:7])([CH3:6])[CH3:5])([CH3:3])[CH3:2].[BH4-].[Na+].Cl, predict the reaction product. (4) Given the reactants [CH3:1][Si:2]([CH3:12])([CH3:11])[CH2:3][CH:4]([C:9]#[N:10])[CH2:5][C:6]([OH:8])=[O:7], predict the reaction product. The product is: [NH2:10][CH2:9][CH:4]([CH2:3][Si:2]([CH3:11])([CH3:1])[CH3:12])[CH2:5][C:6]([OH:8])=[O:7].